This data is from Full USPTO retrosynthesis dataset with 1.9M reactions from patents (1976-2016). The task is: Predict the reactants needed to synthesize the given product. Given the product [Br:49][CH2:15][CH2:14][C:7]1[C:8]([CH3:13])=[C:9]([CH3:12])[CH:10]=[C:11]2[C:6]=1[CH2:5][CH:4]([CH3:17])[CH:3]2[O:2][CH3:1], predict the reactants needed to synthesize it. The reactants are: [CH3:1][O:2][CH:3]1[C:11]2[C:6](=[C:7]([CH2:14][CH2:15]O)[C:8]([CH3:13])=[C:9]([CH3:12])[CH:10]=2)[CH2:5][CH:4]1[CH3:17].C1C=CC(P(C2C=CC=CC=2)C2C=CC=CC=2)=CC=1.C1COCC1.C1C(=O)N([Br:49])C(=O)C1.